Dataset: Full USPTO retrosynthesis dataset with 1.9M reactions from patents (1976-2016). Task: Predict the reactants needed to synthesize the given product. (1) Given the product [CH2:18]([O:17][C:15]([N:4]1[CH2:5][CH2:6][NH:1][C:2](=[O:7])[CH2:3]1)=[O:16])[C:19]1[CH:24]=[CH:23][CH:22]=[CH:21][CH:20]=1, predict the reactants needed to synthesize it. The reactants are: [NH:1]1[CH2:6][CH2:5][NH:4][CH2:3][C:2]1=[O:7].C(=O)([O-])[O-].[Na+].[Na+].Cl[C:15]([O:17][CH2:18][C:19]1[CH:24]=[CH:23][CH:22]=[CH:21][CH:20]=1)=[O:16]. (2) Given the product [Br:1][C:2]1[CH:7]=[N:6][CH:5]=[C:4]2[N:8]([CH:11]3[CH2:16][CH2:15][C:14]([F:25])([F:17])[CH2:13][CH2:12]3)[N:9]=[CH:10][C:3]=12, predict the reactants needed to synthesize it. The reactants are: [Br:1][C:2]1[CH:7]=[N:6][CH:5]=[C:4]2[N:8]([C:11]3[CH:16]=[CH:15][C:14]([F:17])=[CH:13][CH:12]=3)[N:9]=[CH:10][C:3]=12.CCN(CC)CC.[F:25]C(F)(F)C1C=C(C=CC=1)CN.[C]=O. (3) Given the product [OH:20][CH2:21][C:22]1[C:27]([C:2]2[CH:3]=[C:4]([NH:10][C:11]3[CH:15]=[C:14]([CH3:16])[NH:13][N:12]=3)[C:5](=[O:9])[N:6]([CH3:8])[CH:7]=2)=[CH:26][CH:25]=[CH:24][C:23]=1[N:37]1[CH2:49][CH2:48][C:47]2[N:46]3[C:41]([CH2:42][CH2:43][CH2:44][CH2:45]3)=[CH:40][C:39]=2[C:38]1=[O:50], predict the reactants needed to synthesize it. The reactants are: Br[C:2]1[CH:3]=[C:4]([NH:10][C:11]2[CH:15]=[C:14]([CH3:16])[NH:13][N:12]=2)[C:5](=[O:9])[N:6]([CH3:8])[CH:7]=1.C([O:20][CH2:21][C:22]1[C:27](B2OC(C)(C)C(C)(C)O2)=[CH:26][CH:25]=[CH:24][C:23]=1[N:37]1[CH2:49][CH2:48][C:47]2[N:46]3[C:41]([CH2:42][CH2:43][CH2:44][CH2:45]3)=[CH:40][C:39]=2[C:38]1=[O:50])(=O)C. (4) The reactants are: [C:1]([C:3]1[CH:8]=[CH:7][C:6]([CH2:9]O)=[CH:5][CH:4]=1)#[CH:2].C(N(CC)CC)C.[Cl:18]CCl. Given the product [Cl:18][CH2:9][C:6]1[CH:7]=[CH:8][C:3]([C:1]#[CH:2])=[CH:4][CH:5]=1, predict the reactants needed to synthesize it. (5) Given the product [NH2:18][C@H:19]([CH2:29][F:30])[C@@H:20]([C:22]1[CH:23]=[CH:24][C:25]([C:9]2[CH:10]=[CH:11][C:12]([C:15]#[N:16])=[N:13][CH:14]=2)=[CH:26][CH:27]=1)[OH:21], predict the reactants needed to synthesize it. The reactants are: CC1(C)C(C)(C)OB([C:9]2[CH:10]=[CH:11][C:12]([C:15]#[N:16])=[N:13][CH:14]=2)O1.[NH2:18][C@H:19]([CH2:29][F:30])[C@@H:20]([C:22]1[CH:27]=[CH:26][C:25](I)=[CH:24][CH:23]=1)[OH:21].C([O-])([O-])=O.[Cs+].[Cs+]. (6) Given the product [Br:15][CH2:16][CH2:17][O:8][C:5]1[CH:6]=[CH:7][C:2]([I:1])=[CH:3][CH:4]=1, predict the reactants needed to synthesize it. The reactants are: [I:1][C:2]1[CH:7]=[CH:6][C:5]([OH:8])=[CH:4][CH:3]=1.C([O-])([O-])=O.[K+].[K+].[Br:15][CH2:16][CH2:17]Br.O. (7) Given the product [C:1]([NH:5][C:6]1[N:14]=[C:13]([C:15]([F:18])([F:17])[F:16])[CH:12]=[CH:11][C:7]=1[C:8]([NH:54][C:50]([CH3:51])([C:52]#[CH:53])[CH3:49])=[O:10])([CH3:2])([CH3:3])[CH3:4], predict the reactants needed to synthesize it. The reactants are: [C:1]([NH:5][C:6]1[N:14]=[C:13]([C:15]([F:18])([F:17])[F:16])[CH:12]=[CH:11][C:7]=1[C:8]([OH:10])=O)([CH3:4])([CH3:3])[CH3:2].CCN=C=NCCCN(C)C.C1C=CC2N(O)N=NC=2C=1.CCN(C(C)C)C(C)C.[CH3:49][C:50]([NH2:54])([C:52]#[CH:53])[CH3:51]. (8) The reactants are: [OH:1][C:2]1[CH:11]=[CH:10][C:5]([C:6]([O:8]C)=[O:7])=[CH:4][CH:3]=1.Cl[CH2:13][C:14]1[NH:15][C:16](=[O:40])[C:17]2[S:22][C:21]([N:23]3[CH2:28][CH2:27][CH:26]([O:29][C:30]4[CH:35]=[CH:34][CH:33]=[CH:32][C:31]=4[C:36]([F:39])([F:38])[F:37])[CH2:25][CH2:24]3)=[N:20][C:18]=2[N:19]=1.C(=O)([O-])[O-].[K+].[K+].C(O)=O. Given the product [O:40]=[C:16]1[NH:15][C:14]([CH2:13][O:1][C:2]2[CH:11]=[CH:10][C:5]([C:6]([OH:8])=[O:7])=[CH:4][CH:3]=2)=[N:19][C:18]2[N:20]=[C:21]([N:23]3[CH2:24][CH2:25][CH:26]([O:29][C:30]4[CH:35]=[CH:34][CH:33]=[CH:32][C:31]=4[C:36]([F:37])([F:39])[F:38])[CH2:27][CH2:28]3)[S:22][C:17]1=2, predict the reactants needed to synthesize it.